This data is from Forward reaction prediction with 1.9M reactions from USPTO patents (1976-2016). The task is: Predict the product of the given reaction. (1) Given the reactants [C:1]1([C:7]2[N:8]([CH2:12][CH2:13][CH2:14][C:15]3N=N[C:18]([C:28]4C=CC(C)=CC=4)=[C:19](C4C=CC(C)=CC=4)[N:20]=3)C=CN=2)[CH:6]=[CH:5][CH:4]=[CH:3][CH:2]=1.[C:35]([C:39]1[CH:44]=[C:43](C)[CH:42]=[C:41](C(C)(C)C)[C:40]=1O)(C)(C)C.[CH:51](C1C=C(C(C)C)C=C(C(C)C)C=1)(C)C, predict the reaction product. The product is: [C:4]1([CH3:51])[CH:5]=[CH:6][C:1]([C:7]2[N:8]=[C:12]3[C:19](=[CH:18][C:28]=2[C:42]2[CH:43]=[CH:44][C:39]([CH3:35])=[CH:40][CH:41]=2)[NH:20][CH2:15][CH2:14][CH2:13]3)=[CH:2][CH:3]=1. (2) Given the reactants [NH2:1][C:2]1[CH:7]=[C:6]([O:8][CH3:9])[C:5]([CH3:10])=[CH:4][C:3]=1[OH:11].C([O-])(O)=O.[Na+].Br[CH2:18][C:19](Br)=[O:20].C([O-])([O-])=O.[Cs+].[Cs+], predict the reaction product. The product is: [CH3:10][C:5]1[C:6]([O:8][CH3:9])=[CH:7][C:2]2[NH:1][C:19](=[O:20])[CH2:18][O:11][C:3]=2[CH:4]=1. (3) Given the reactants [OH:1][C:2]1[C:3]([C:16](=[O:18])[CH3:17])=[CH:4][C:5]2[C:6]([CH3:15])([CH3:14])[CH2:7][CH2:8][C:9]([CH3:13])([CH3:12])[C:10]=2[CH:11]=1.[CH2:19](I)[CH3:20], predict the reaction product. The product is: [CH2:19]([O:1][C:2]1[C:3]([C:16](=[O:18])[CH3:17])=[CH:4][C:5]2[C:6]([CH3:15])([CH3:14])[CH2:7][CH2:8][C:9]([CH3:12])([CH3:13])[C:10]=2[CH:11]=1)[CH3:20].